From a dataset of CYP2C19 inhibition data for predicting drug metabolism from PubChem BioAssay. Regression/Classification. Given a drug SMILES string, predict its absorption, distribution, metabolism, or excretion properties. Task type varies by dataset: regression for continuous measurements (e.g., permeability, clearance, half-life) or binary classification for categorical outcomes (e.g., BBB penetration, CYP inhibition). Dataset: cyp2c19_veith. (1) The drug is O=C(O)[C@@H]1[C@@H]2O[C@@H]([C@H]1C(=O)O)[C@@H](Br)[C@H]2Br. The result is 0 (non-inhibitor). (2) The molecule is c1ccc2cc(-c3cc(-c4cc(-c5ccc6ccccc6c5)on4)no3)ccc2c1. The result is 0 (non-inhibitor). (3) The compound is N#C/C(=C\c1ccc(O)c(O)c1)C(=O)NCCCCc1ccccc1. The result is 1 (inhibitor). (4) The result is 1 (inhibitor). The compound is COC(=O)[C@@]1(Cc2ccc(OC)cc2)[C@H]2c3cc(C(=O)N4CCCC4)n(Cc4ccc(S(C)(=O)=O)cc4)c3C[C@H]2CN1C(=O)c1ccccc1. (5) The molecule is O=S(=O)(O)c1ccc2cc(N=Nc3cc(S(=O)(=O)O)c4cccnc4c3O)ccc2c1. The result is 0 (non-inhibitor).